Dataset: Forward reaction prediction with 1.9M reactions from USPTO patents (1976-2016). Task: Predict the product of the given reaction. Given the reactants Br[C:2]1[CH:3]=[C:4]([NH:10][C:11]2[N:12]=[CH:13][N:14]([CH3:16])[CH:15]=2)[C:5](=[O:9])[N:6]([CH3:8])[CH:7]=1.[C:17]([O:20][CH2:21][C:22]1[C:23]([N:37]2[N:46]=[CH:45][C:44]3[C:39](=[C:40]([F:51])[CH:41]=[C:42]([C:47]([CH3:50])([CH3:49])[CH3:48])[CH:43]=3)[C:38]2=[O:52])=[N:24][CH:25]=[CH:26][C:27]=1B1OC(C)(C)C(C)(C)O1)(=[O:19])[CH3:18].[O-]P([O-])([O-])=O.[K+].[K+].[K+].C([O-])(=O)C.[Na+], predict the reaction product. The product is: [C:17]([O:20][CH2:21][C:22]1[C:23]([N:37]2[N:46]=[CH:45][C:44]3[C:39](=[C:40]([F:51])[CH:41]=[C:42]([C:47]([CH3:49])([CH3:48])[CH3:50])[CH:43]=3)[C:38]2=[O:52])=[N:24][CH:25]=[CH:26][C:27]=1[C:2]1[CH:3]=[C:4]([NH:10][C:11]2[N:12]=[CH:13][N:14]([CH3:16])[CH:15]=2)[C:5](=[O:9])[N:6]([CH3:8])[CH:7]=1)(=[O:19])[CH3:18].